This data is from Peptide-MHC class I binding affinity with 185,985 pairs from IEDB/IMGT. The task is: Regression. Given a peptide amino acid sequence and an MHC pseudo amino acid sequence, predict their binding affinity value. This is MHC class I binding data. (1) The peptide sequence is QVPLRPMTYK. The MHC is HLA-A68:02 with pseudo-sequence HLA-A68:02. The binding affinity (normalized) is 0. (2) The peptide sequence is IPRRNVATL. The MHC is HLA-A02:06 with pseudo-sequence HLA-A02:06. The binding affinity (normalized) is 0. (3) The peptide sequence is ALMEVTHVL. The MHC is HLA-A02:01 with pseudo-sequence HLA-A02:01. The binding affinity (normalized) is 0.695. (4) The peptide sequence is APHLLLIVI. The MHC is HLA-B07:02 with pseudo-sequence HLA-B07:02. The binding affinity (normalized) is 0.380. (5) The peptide sequence is FHKRDMRLL. The MHC is HLA-B48:01 with pseudo-sequence HLA-B48:01. The binding affinity (normalized) is 0.0847. (6) The peptide sequence is LYSEGYIAV. The MHC is H-2-Kd with pseudo-sequence H-2-Kd. The binding affinity (normalized) is 0.204. (7) The MHC is HLA-A11:01 with pseudo-sequence HLA-A11:01. The peptide sequence is TANPVVTKK. The binding affinity (normalized) is 0.491. (8) The peptide sequence is FLILPQAKK. The MHC is HLA-B46:01 with pseudo-sequence HLA-B46:01. The binding affinity (normalized) is 0.0847.